From a dataset of Catalyst prediction with 721,799 reactions and 888 catalyst types from USPTO. Predict which catalyst facilitates the given reaction. (1) Reactant: Cl[C:2]1[N:3]=[CH:4][C:5]2[S:10][CH:9]=[C:8]([C:11]([NH:13][C:14]3[CH:15]=[C:16]4[C:21](=[C:22]([CH3:24])[CH:23]=3)[N:20]=[CH:19][CH:18]=[CH:17]4)=[O:12])[C:6]=2[N:7]=1.[C:25]([NH:32][C@H:33]1[CH2:38][CH2:37][CH2:36][CH2:35][C@H:34]1[NH2:39])([O:27][C:28]([CH3:31])([CH3:30])[CH3:29])=[O:26].CCN(C(C)C)C(C)C. Product: [C:28]([O:27][C:25](=[O:26])[NH:32][C@H:33]1[CH2:38][CH2:37][CH2:36][CH2:35][C@H:34]1[NH:39][C:2]1[N:3]=[CH:4][C:5]2[S:10][CH:9]=[C:8]([C:11](=[O:12])[NH:13][C:14]3[CH:15]=[C:16]4[C:21](=[C:22]([CH3:24])[CH:23]=3)[N:20]=[CH:19][CH:18]=[CH:17]4)[C:6]=2[N:7]=1)([CH3:31])([CH3:29])[CH3:30]. The catalyst class is: 225. (2) Reactant: [Cl:1][C:2]1[CH:3]=[C:4]([CH:9]2[C:18]3[C:13](=[CH:14][C:15](B4OC(C)(C)C(C)(C)O4)=[C:16]([F:19])[CH:17]=3)[CH2:12][N:11]([CH3:29])[CH2:10]2)[CH:5]=[CH:6][C:7]=1[Cl:8].Br[C:31]1[CH:39]=[CH:38][C:34]([C:35]([NH2:37])=[O:36])=[CH:33][CH:32]=1.C(=O)([O-])[O-].[Cs+].[Cs+]. Product: [Cl:1][C:2]1[CH:3]=[C:4]([CH:9]2[C:18]3[C:13](=[CH:14][C:15]([C:31]4[CH:39]=[CH:38][C:34]([C:35]([NH2:37])=[O:36])=[CH:33][CH:32]=4)=[C:16]([F:19])[CH:17]=3)[CH2:12][N:11]([CH3:29])[CH2:10]2)[CH:5]=[CH:6][C:7]=1[Cl:8]. The catalyst class is: 145. (3) Reactant: [CH3:1][N:2]([CH3:33])[C:3]([C:5]1[CH:10]=[CH:9][C:8]([C:11]2[CH2:16][CH2:15][CH:14]([O:17][CH2:18][CH:19]3[CH2:24][CH2:23][N:22]([C:25]([O:27][C:28]([CH3:31])([CH3:30])[CH3:29])=[O:26])[CH2:21][CH2:20]3)[CH2:13][CH:12]=2)=[C:7]([F:32])[CH:6]=1)=[O:4]. Product: [CH3:33][N:2]([CH3:1])[C:3]([C:5]1[CH:10]=[CH:9][C:8]([CH:11]2[CH2:16][CH2:15][CH:14]([O:17][CH2:18][CH:19]3[CH2:20][CH2:21][N:22]([C:25]([O:27][C:28]([CH3:29])([CH3:30])[CH3:31])=[O:26])[CH2:23][CH2:24]3)[CH2:13][CH2:12]2)=[C:7]([F:32])[CH:6]=1)=[O:4]. The catalyst class is: 50. (4) Reactant: [NH2:1][C:2]1[N:7]=[C:6]([C:8]2[CH:13]=[CH:12][C:11]([Cl:14])=[CH:10][CH:9]=2)[N:5]=[C:4]([C:15]([OH:17])=[O:16])[CH:3]=1.[Cl:18]N1C(=O)CCC1=O.O. Product: [NH2:1][C:2]1[N:7]=[C:6]([C:8]2[CH:9]=[CH:10][C:11]([Cl:14])=[CH:12][CH:13]=2)[N:5]=[C:4]([C:15]([OH:17])=[O:16])[C:3]=1[Cl:18]. The catalyst class is: 9. (5) The catalyst class is: 6. Reactant: [CH3:1][O:2][C:3]1[CH:4]=[C:5]([C:9]2[CH:14]=[CH:13][N:12]=C(C3C(N)=C(C)C=CC=3N)[N:10]=2)[CH:6]=[CH:7][CH:8]=1.[F:24][C:25]([F:36])([F:35])[C:26]1[CH:27]=[C:28]([CH:32]=[CH:33][CH:34]=1)[C:29]([OH:31])=O.F[P-](F)(F)(F)(F)F.[N:44]1(O[P+](N(C)C)(N(C)C)N(C)C)[C:48]2[CH:49]=[CH:50][CH:51]=[CH:52][C:47]=2N=N1.CCN(C(C)C)C(C)C.C[N:74]([CH:76]=O)[CH3:75]. Product: [CH3:1][O:2][C:3]1[CH:4]=[C:5]([C:9]2[CH:14]=[CH:13][N:12]=[C:76]([NH:74][C:75]3[CH:49]=[C:48]([NH:44][C:29](=[O:31])[C:28]4[CH:32]=[CH:33][CH:34]=[C:26]([C:25]([F:24])([F:36])[F:35])[CH:27]=4)[CH:47]=[CH:52][C:51]=3[CH3:50])[N:10]=2)[CH:6]=[CH:7][CH:8]=1. (6) The catalyst class is: 118. Reactant: [C:1]([O:5][C:6]([NH:8][CH2:9][C@@H:10]([CH3:14])[C:11]([O-:13])=O)=[O:7])([CH3:4])([CH3:3])[CH3:2].CN1CCOCC1.ClC(OCC(C)C)=O.C1(C)C(S(O)(=O)=O)=CC=CC=1.[NH2:41][CH2:42][C@@H:43]([CH2:54][CH:55]([CH3:57])[CH3:56])[C:44]([O:46][CH2:47][C:48]1[CH:53]=[CH:52][CH:51]=[CH:50][CH:49]=1)=[O:45]. Product: [C:1]([O:5][C:6]([NH:8][CH2:9][C@@H:10]([CH3:14])[C:11]([NH:41][CH2:42][C@@H:43]([CH2:54][CH:55]([CH3:57])[CH3:56])[C:44]([O:46][CH2:47][C:48]1[CH:53]=[CH:52][CH:51]=[CH:50][CH:49]=1)=[O:45])=[O:13])=[O:7])([CH3:2])([CH3:3])[CH3:4].